The task is: Predict the reaction yield, written as a fraction of the theoretical maximum amount of product (1.0 means a 100% yield; for example, 0.34 means a 34% yield).. This data is from Reaction yield outcomes from USPTO patents with 853,638 reactions. (1) The yield is 0.710. The product is [O:74]1[C:25]2[CH:24]=[CH:23][CH:22]=[CH:19][C:18]=2[N:17]=[C:16]1[N:20]([C:21]1[CH:8]=[CH:6][CH:7]=[CH:2][N:3]=1)[CH2:27][CH2:53][CH2:52][CH2:51][CH2:50][CH2:49][C:48]([O:47][CH2:29][CH3:30])=[O:69]. The catalyst is O1CCOCC1.C1C=CC(/C=C/C(/C=C/C2C=CC=CC=2)=O)=CC=1.C1C=CC(/C=C/C(/C=C/C2C=CC=CC=2)=O)=CC=1.C1C=CC(/C=C/C(/C=C/C2C=CC=CC=2)=O)=CC=1.[Pd].[Pd]. The reactants are Cl[C:2]1[CH:7]=[C:6]([C:8]2C=CC(F)=CC=2)C=C[N:3]=1.N[C:16]1[N:20]([CH3:21])[C:19]2[CH:22]=[CH:23][CH:24]=[CH:25][C:18]=2[N:17]=1.C[C:27]1(C)[C:53]2[C:48](=[C:49](P(C3C=CC=CC=3)C3C=CC=CC=3)[CH:50]=[CH:51][CH:52]=2)[O:47][C:29]2[C:30](P(C3C=CC=CC=3)C3C=CC=CC=3)=CC=CC1=2.C([O-])([O-])=[O:69].[Cs+].[Cs+].[OH2:74]. (2) The reactants are [NH:1]1[C:9]2[C:4](=[CH:5][CH:6]=[CH:7][CH:8]=2)[CH:3]=[CH:2]1.[C:10]([O:14][CH3:15])(=[O:13])[CH:11]=[CH2:12].C1CCN2C(=NCCC2)CC1. The catalyst is CC#N. The product is [N:1]1([CH2:12][CH2:11][C:10]([O:14][CH3:15])=[O:13])[C:9]2[C:4](=[CH:5][CH:6]=[CH:7][CH:8]=2)[CH:3]=[CH:2]1. The yield is 0.432.